From a dataset of Cav3 T-type calcium channel HTS with 100,875 compounds. Binary Classification. Given a drug SMILES string, predict its activity (active/inactive) in a high-throughput screening assay against a specified biological target. (1) The compound is S(=O)(=O)(NCCC)c1ccc(OCC(=O)N2CCN(CC2)Cc2ccccc2)cc1. The result is 0 (inactive). (2) The molecule is S(c1oc(nn1)Cn1c2c(nc1)cccc2)CC(=O)c1ccc(OC)cc1. The result is 0 (inactive).